Task: Predict the reaction yield, written as a fraction of the theoretical maximum amount of product (1.0 means a 100% yield; for example, 0.34 means a 34% yield).. Dataset: Reaction yield outcomes from USPTO patents with 853,638 reactions (1) The reactants are CN(C)CCN.[CH:7]1([O:12][N:13]2C(=O)C3=CC=CC=C3C2=O)[CH2:11][CH2:10][CH2:9][CH2:8]1.C(O)(=O)C.[C:28]([C:31]1[CH:36]=[C:35]([Cl:37])[CH:34]=[CH:33][C:32]=1[NH:38][S:39]([C:42]([F:45])([F:44])[F:43])(=[O:41])=[O:40])(=O)[CH3:29]. The catalyst is CCO. The product is [Cl:37][C:35]1[CH:34]=[CH:33][C:32]([NH:38][S:39]([C:42]([F:45])([F:44])[F:43])(=[O:41])=[O:40])=[C:31]([C:28](=[N:13][O:12][CH:7]2[CH2:11][CH2:10][CH2:9][CH2:8]2)[CH3:29])[CH:36]=1. The yield is 0.480. (2) The reactants are [F:1][C:2]1[C:7]([C:8]2[CH:13]=[CH:12][CH:11]=[C:10]([CH3:14])[CH:9]=2)=[C:6]([C@H:15]([O:29][CH2:30][CH2:31]OS(C)(=O)=O)[C@@H:16]2[O:21][CH2:20][CH2:19][N:18]([C:22]([O:24][C:25]([CH3:28])([CH3:27])[CH3:26])=[O:23])[CH2:17]2)[CH:5]=[CH:4][CH:3]=1.[N-:37]=[N+:38]=[N-:39].[Na+]. The catalyst is CN(C=O)C.CCOC(C)=O.O. The product is [N:37]([CH2:31][CH2:30][O:29][C@@H:15]([C:6]1[CH:5]=[CH:4][CH:3]=[C:2]([F:1])[C:7]=1[C:8]1[CH:13]=[CH:12][CH:11]=[C:10]([CH3:14])[CH:9]=1)[C@@H:16]1[O:21][CH2:20][CH2:19][N:18]([C:22]([O:24][C:25]([CH3:27])([CH3:26])[CH3:28])=[O:23])[CH2:17]1)=[N+:38]=[N-:39]. The yield is 0.900. (3) The reactants are [F:1][C:2]1[CH:7]=[C:6]([I:8])[CH:5]=[CH:4][C:3]=1[NH:9][C:10]1[C:11]([C:15]([N:17]2[CH2:20][C:19]([CH2:22][OH:23])([OH:21])[CH2:18]2)=[O:16])=[CH:12][S:13][CH:14]=1.[CH:24]([C:27]1[CH:32]=[C:31]([CH:33]([CH3:35])[CH3:34])[CH:30]=[C:29]([CH:36]([CH3:38])[CH3:37])[C:28]=1[S:39](Cl)(=[O:41])=[O:40])([CH3:26])[CH3:25]. The catalyst is ClCCl.CN(C)C1C=CN=CC=1. The product is [CH3:26][CH:24]([C:27]1[CH:32]=[C:31]([CH:33]([CH3:34])[CH3:35])[CH:30]=[C:29]([CH:36]([CH3:38])[CH3:37])[C:28]=1[S:39]([O:23][CH2:22][C:19]1([OH:21])[CH2:18][N:17]([C:15]([C:11]2[C:10]([NH:9][C:3]3[CH:4]=[CH:5][C:6]([I:8])=[CH:7][C:2]=3[F:1])=[CH:14][S:13][CH:12]=2)=[O:16])[CH2:20]1)(=[O:40])=[O:41])[CH3:25]. The yield is 0.260. (4) The reactants are [Cl:1][C:2]1[C:3]([F:23])=[C:4]([CH:20]=[CH:21][CH:22]=1)[C:5]([C@@H:7]1[CH2:12][CH2:11][CH2:10][N:9]([C:13]([O:15][C:16]([CH3:19])([CH3:18])[CH3:17])=[O:14])[CH2:8]1)=[O:6].[BH4-].[Na+]. The catalyst is CO. The product is [Cl:1][C:2]1[C:3]([F:23])=[C:4]([CH:5]([OH:6])[C@@H:7]2[CH2:12][CH2:11][CH2:10][N:9]([C:13]([O:15][C:16]([CH3:17])([CH3:18])[CH3:19])=[O:14])[CH2:8]2)[CH:20]=[CH:21][CH:22]=1. The yield is 0.560. (5) The reactants are [CH3:1][O:2][C:3]1[CH:4]=[C:5]2[C:10](=[CH:11][CH:12]=1)[CH:9]([CH2:13][C:14]1[CH:19]=[CH:18][C:17]([O:20]CC3C=CC=CC=3)=[CH:16][CH:15]=1)[N:8]([CH:28]([CH3:30])[CH3:29])[CH2:7][CH2:6]2. The catalyst is C(O)(=O)C.C(OCC)(=O)C.[Pd]. The product is [CH3:1][O:2][C:3]1[CH:4]=[C:5]2[C:10](=[CH:11][CH:12]=1)[CH:9]([CH2:13][C:14]1[CH:19]=[CH:18][C:17]([OH:20])=[CH:16][CH:15]=1)[N:8]([CH:28]([CH3:30])[CH3:29])[CH2:7][CH2:6]2. The yield is 0.910. (6) The reactants are [CH3:1][O:2][C:3]1[CH:4]=[C:5]([C:13]2[CH:14]=[C:15]3[CH2:21][C:20](=O)[N:19](COCC[Si](C)(C)C)[C:16]3=[N:17][CH:18]=2)[CH:6]=[C:7]([O:11][CH3:12])[C:8]=1[O:9][CH3:10].[C:31](=[O:34])([O-])[O-].[Cs+].[Cs+].[CH3:37]I. The catalyst is CN(C=O)C. The product is [CH3:20][C:21]1([CH3:37])[C:15]2[C:16](=[N:17][CH:18]=[C:13]([C:5]3[CH:6]=[C:7]([O:11][CH3:12])[C:8]([O:9][CH3:10])=[C:3]([O:2][CH3:1])[CH:4]=3)[CH:14]=2)[NH:19][C:31]1=[O:34]. The yield is 0.730.